Dataset: Reaction yield outcomes from USPTO patents with 853,638 reactions. Task: Predict the reaction yield, written as a fraction of the theoretical maximum amount of product (1.0 means a 100% yield; for example, 0.34 means a 34% yield). The yield is 0.687. The catalyst is CS(C)=O. The product is [C:1]1([C:11]2[CH:16]=[CH:15][CH:14]=[CH:13][CH:12]=2)[CH:6]=[CH:5][CH:4]=[CH:3][C:2]=1[CH2:7][N:8]1[C:19]([CH3:21])=[C:18]([C:17]([O:23][CH3:24])=[O:22])[N:10]=[N:9]1. The reactants are [C:1]1([C:11]2[CH:16]=[CH:15][CH:14]=[CH:13][CH:12]=2)[CH:6]=[CH:5][CH:4]=[CH:3][C:2]=1[CH2:7][N:8]=[N+:9]=[N-:10].[C:17]([O:23][CH3:24])(=[O:22])[CH2:18][C:19]([CH3:21])=O.C(=O)([O-])[O-].[K+].[K+].O.